Dataset: Full USPTO retrosynthesis dataset with 1.9M reactions from patents (1976-2016). Task: Predict the reactants needed to synthesize the given product. (1) Given the product [CH:24]([N:16]1[C:17]2[C:22](=[CH:21][C:20]([Cl:23])=[CH:19][CH:18]=2)[C:14]([CH2:13][CH2:12][N:10]([CH3:11])[C:7]2[CH:6]=[CH:5][C:4]([C:3]([OH:2])=[O:40])=[CH:9][CH:8]=2)=[C:15]1[CH2:37][CH2:38][NH:39][S:48]([CH2:47][C:41]1[CH:46]=[CH:45][CH:44]=[CH:43][CH:42]=1)(=[O:50])=[O:49])([C:31]1[CH:32]=[CH:33][CH:34]=[CH:35][CH:36]=1)[C:25]1[CH:26]=[CH:27][CH:28]=[CH:29][CH:30]=1, predict the reactants needed to synthesize it. The reactants are: C[O:2][C:3](=[O:40])[C:4]1[CH:9]=[CH:8][C:7]([N:10]([CH2:12][CH2:13][C:14]2[C:22]3[C:17](=[CH:18][CH:19]=[C:20]([Cl:23])[CH:21]=3)[N:16]([CH:24]([C:31]3[CH:36]=[CH:35][CH:34]=[CH:33][CH:32]=3)[C:25]3[CH:30]=[CH:29][CH:28]=[CH:27][CH:26]=3)[C:15]=2[CH2:37][CH2:38][NH2:39])[CH3:11])=[CH:6][CH:5]=1.[C:41]1([CH2:47][S:48](Cl)(=[O:50])=[O:49])[CH:46]=[CH:45][CH:44]=[CH:43][CH:42]=1. (2) Given the product [CH2:1]([N:8]([CH3:17])[C:9]([C:11]1[S:12][C:13]([C:24]2[CH:23]=[CH:22][CH:21]=[C:20]([O:19][CH3:18])[CH:25]=2)=[CH:14][CH:15]=1)=[O:10])[C:2]1[CH:7]=[CH:6][CH:5]=[CH:4][CH:3]=1, predict the reactants needed to synthesize it. The reactants are: [CH2:1]([N:8]([CH3:17])[C:9]([C:11]1[S:12][C:13](Br)=[CH:14][CH:15]=1)=[O:10])[C:2]1[CH:7]=[CH:6][CH:5]=[CH:4][CH:3]=1.[CH3:18][O:19][C:20]1[CH:21]=[C:22](B(O)O)[CH:23]=[CH:24][CH:25]=1. (3) Given the product [C:13]([C:12]1[CH:1]([C:2]2[CH:7]=[CH:6][CH:5]=[C:4]([O:8][CH3:9])[CH:3]=2)[C:25]2[C:24](=[C:23]([NH2:22])[C:28]([NH2:29])=[CH:27][CH:26]=2)[O:30][C:11]=1[NH2:15])#[N:14], predict the reactants needed to synthesize it. The reactants are: [CH:1](=O)[C:2]1[CH:7]=[CH:6][CH:5]=[C:4]([O:8][CH3:9])[CH:3]=1.[C:11](#[N:15])[CH2:12][C:13]#[N:14].N1CCCCC1.[NH2:22][C:23]1[C:28]([NH2:29])=[CH:27][CH:26]=[CH:25][C:24]=1[OH:30]. (4) Given the product [C:3]([O:27][C:11]1[CH:12]=[C:13]([O:16][Si:17]([CH:21]([CH3:23])[CH3:22])([CH:24]([CH3:26])[CH3:25])[CH:18]([CH3:20])[CH3:19])[CH:14]=[CH:15][C:10]=1[C:3]1[CH:4]=[C:5]([O:8][CH3:9])[CH:6]=[CH:7][C:2]=1[F:1])([CH3:10])([CH3:4])[CH3:2], predict the reactants needed to synthesize it. The reactants are: [F:1][C:2]1[CH:7]=[CH:6][C:5]([O:8][CH3:9])=[CH:4][C:3]=1[C:10]1[C:11]([OH:27])=[CH:12][C:13]([O:16][Si:17]([CH:24]([CH3:26])[CH3:25])([CH:21]([CH3:23])[CH3:22])[CH:18]([CH3:20])[CH3:19])=[CH:14][CH:15]=1.O. (5) Given the product [OH:2][CH2:1][C:3]1[CH:11]=[CH:10][CH:9]=[C:8]2[C:4]=1[CH2:5][N:6]([C:12]([O:14][C:15]([CH3:18])([CH3:17])[CH3:16])=[O:13])[CH2:7]2, predict the reactants needed to synthesize it. The reactants are: [CH:1]([C:3]1[CH:11]=[CH:10][CH:9]=[C:8]2[C:4]=1[CH2:5][N:6]([C:12]([O:14][C:15]([CH3:18])([CH3:17])[CH3:16])=[O:13])[CH2:7]2)=[O:2].[BH4-].[Na+].O.C(OCC)(=O)C. (6) Given the product [Cl:14][C:15]1[CH:26]=[CH:25][CH:24]=[C:23]([F:27])[C:16]=1[CH:17]([N:18]1[CH2:22][CH2:21][CH2:20][CH2:19]1)[C:5]1[N:1]([CH2:6][C:7]2[CH:8]=[CH:12][CH:40]=[CH:39][N:38]=2)[CH:2]=[CH:3][CH:4]=1, predict the reactants needed to synthesize it. The reactants are: [N:1]1([C:6]2C=CN=[C:8]([CH3:12])[CH:7]=2)[CH:5]=[CH:4][CH:3]=[CH:2]1.[Cl-].[Cl:14][C:15]1[CH:26]=[CH:25][CH:24]=[C:23]([F:27])[C:16]=1[CH:17]=[N+:18]1[CH2:22][CH2:21][CH2:20][CH2:19]1.ClC1C=CC=C(F)C=1C=O.[NH:38]1CC[CH2:40][CH2:39]1. (7) Given the product [F:1][C:2]1[C:3]([N:8]2[CH2:17][CH2:16][C:11](=[O:18])[CH2:10][CH2:9]2)=[N:4][CH:5]=[CH:6][CH:7]=1, predict the reactants needed to synthesize it. The reactants are: [F:1][C:2]1[C:3]([N:8]2[CH2:17][CH2:16][C:11]3(COOC3)[CH2:10][CH2:9]2)=[N:4][CH:5]=[CH:6][CH:7]=1.[OH2:18]. (8) Given the product [I:1][C:2]1[CH:3]=[C:4]([CH:7]=[CH:8][CH:9]=1)[CH2:5][NH:18][C@@H:16]([C:10]1[CH:15]=[CH:14][CH:13]=[CH:12][CH:11]=1)[CH3:17], predict the reactants needed to synthesize it. The reactants are: [I:1][C:2]1[CH:3]=[C:4]([CH:7]=[CH:8][CH:9]=1)[CH:5]=O.[C:10]1([C@H:16]([NH2:18])[CH3:17])[CH:15]=[CH:14][CH:13]=[CH:12][CH:11]=1. (9) Given the product [OH:1][C@@:2]1([CH2:22][O:23][CH3:24])[CH2:7][CH2:6][CH2:5][CH2:4][C@H:3]1[N:8]1[C:12]([C:13]2[CH:14]=[CH:15][CH:16]=[CH:17][CH:18]=2)=[C:11]([C:19]([N:41]2[CH2:40][CH2:39][N:38]([C:42]([O:44][CH2:45][C:46]3[CH:51]=[CH:50][CH:49]=[CH:48][CH:47]=3)=[O:43])[CH2:37][C@H:36]2[CH2:35][CH2:34][N:33]([C:28]2[CH:29]=[CH:30][CH:31]=[CH:32][C:27]=2[O:26][CH3:25])[S:52]([C:55]2[CH:60]=[CH:59][CH:58]=[CH:57][C:56]=2[N+:61]([O-:63])=[O:62])(=[O:54])=[O:53])=[O:20])[N:10]=[CH:9]1, predict the reactants needed to synthesize it. The reactants are: [OH:1][C@@:2]1([CH2:22][O:23][CH3:24])[CH2:7][CH2:6][CH2:5][CH2:4][C@H:3]1[N:8]1[C:12]([C:13]2[CH:18]=[CH:17][CH:16]=[CH:15][CH:14]=2)=[C:11]([C:19](O)=[O:20])[N:10]=[CH:9]1.[CH3:25][O:26][C:27]1[CH:32]=[CH:31][CH:30]=[CH:29][C:28]=1[N:33]([S:52]([C:55]1[CH:60]=[CH:59][CH:58]=[CH:57][C:56]=1[N+:61]([O-:63])=[O:62])(=[O:54])=[O:53])[CH2:34][CH2:35][C@H:36]1[NH:41][CH2:40][CH2:39][N:38]([C:42]([O:44][CH2:45][C:46]2[CH:51]=[CH:50][CH:49]=[CH:48][CH:47]=2)=[O:43])[CH2:37]1.CCN=C=NCCCN(C)C.Cl.C1C=CC2N(O)N=NC=2C=1.C(=O)([O-])O.[Na+]. (10) Given the product [C:25]([O:29][C:30](=[O:45])[NH:31][CH:32]([C:34](=[O:44])[NH:35][C:36]1[CH:41]=[C:40]([Cl:42])[CH:39]=[C:38]([NH:43][C:52]([C:47]2[CH:48]=[CH:49][CH:50]=[CH:51][N:46]=2)=[O:53])[N:37]=1)[CH3:33])([CH3:26])([CH3:27])[CH3:28], predict the reactants needed to synthesize it. The reactants are: CN(C(ON1N=NC2C=CC=NC1=2)=[N+](C)C)C.F[P-](F)(F)(F)(F)F.[C:25]([O:29][C:30](=[O:45])[NH:31][CH:32]([C:34](=[O:44])[NH:35][C:36]1[CH:41]=[C:40]([Cl:42])[CH:39]=[C:38]([NH2:43])[N:37]=1)[CH3:33])([CH3:28])([CH3:27])[CH3:26].[N:46]1[CH:51]=[CH:50][CH:49]=[CH:48][C:47]=1[C:52](O)=[O:53].CCN(C(C)C)C(C)C.